The task is: Predict the reaction yield, written as a fraction of the theoretical maximum amount of product (1.0 means a 100% yield; for example, 0.34 means a 34% yield).. This data is from Reaction yield outcomes from USPTO patents with 853,638 reactions. (1) The reactants are [Cl:1][C:2]1[CH:7]=[CH:6][C:5]([C:8](=[O:25])[CH2:9][N:10]2[CH:14]=[C:13]([C:15](=[O:20])C(Cl)(Cl)Cl)[CH:12]=[C:11]2[C:21]([O:23][CH3:24])=[O:22])=[CH:4][CH:3]=1.[CH3:26][NH:27][CH3:28].[Cl-].[NH4+]. The catalyst is C1COCC1. The product is [Cl:1][C:2]1[CH:7]=[CH:6][C:5]([C:8](=[O:25])[CH2:9][N:10]2[CH:14]=[C:13]([C:15](=[O:20])[N:27]([CH3:28])[CH3:26])[CH:12]=[C:11]2[C:21]([O:23][CH3:24])=[O:22])=[CH:4][CH:3]=1. The yield is 0.560. (2) The reactants are [NH2:1][C:2]1[CH:3]=[C:4]([C:8](=[O:10])[CH3:9])[CH:5]=[CH:6][CH:7]=1.N1C=CC=CC=1.[F:17][C:18]([F:29])([F:28])[C:19]1[CH:20]=[C:21]([CH:25]=[CH:26][CH:27]=1)[C:22](Cl)=[O:23]. The catalyst is C(Cl)Cl. The product is [C:8]([C:4]1[CH:3]=[C:2]([NH:1][C:22](=[O:23])[C:21]2[CH:25]=[CH:26][CH:27]=[C:19]([C:18]([F:17])([F:28])[F:29])[CH:20]=2)[CH:7]=[CH:6][CH:5]=1)(=[O:10])[CH3:9]. The yield is 0.960. (3) The reactants are Br[C:2]1[C:3]([F:28])=[C:4]([N:8]2[CH:13]=[C:12]([O:14][CH3:15])[C:11](=[O:16])[C:10]([C:17]3[N:21]([C:22]4[CH:27]=[CH:26][CH:25]=[CH:24][CH:23]=4)[N:20]=[CH:19][CH:18]=3)=[N:9]2)[CH:5]=[CH:6][CH:7]=1.Cl.[F:30][C:31]1([F:35])[CH2:34][NH:33][CH2:32]1.CC([O-])(C)C.[Na+].CC1(C)C2C(=C(P(C3C=CC=CC=3)C3C=CC=CC=3)C=CC=2)OC2C(P(C3C=CC=CC=3)C3C=CC=CC=3)=CC=CC1=2. The catalyst is O1CCOCC1.C([O-])(O)=O.[Na+].C1C=CC(/C=C/C(/C=C/C2C=CC=CC=2)=O)=CC=1.C1C=CC(/C=C/C(/C=C/C2C=CC=CC=2)=O)=CC=1.C1C=CC(/C=C/C(/C=C/C2C=CC=CC=2)=O)=CC=1.[Pd].[Pd]. The product is [F:30][C:31]1([F:35])[CH2:34][N:33]([C:2]2[C:3]([F:28])=[C:4]([N:8]3[CH:13]=[C:12]([O:14][CH3:15])[C:11](=[O:16])[C:10]([C:17]4[N:21]([C:22]5[CH:27]=[CH:26][CH:25]=[CH:24][CH:23]=5)[N:20]=[CH:19][CH:18]=4)=[N:9]3)[CH:5]=[CH:6][CH:7]=2)[CH2:32]1. The yield is 0.320. (4) The reactants are I[C:2]1[C:10]2[C:5](=[CH:6][C:7]([C:11]([O:13][CH3:14])=O)=[CH:8][CH:9]=2)[NH:4]N=1.Cl[CH2:16]Cl.[OH-:18].[NH4+:19].[Cl-].[NH4+:21]. The catalyst is CC(N(C)C)=O.[Zn].[C-]#N.[Zn+2].[C-]#N.Cl[Pd]Cl.C1(P(C2C=CC=CC=2)[C-]2C=CC=C2)C=CC=CC=1.[C-]1(P(C2C=CC=CC=2)C2C=CC=CC=2)C=CC=C1.[Fe+2].[Cu]I. The product is [C:16]([C:2]1[C:10]2[C:5](=[CH:6][C:7]([C:11]([O:13][CH3:14])=[O:18])=[CH:8][CH:9]=2)[NH:4][N:21]=1)#[N:19]. The yield is 0.730.